This data is from Reaction yield outcomes from USPTO patents with 853,638 reactions. The task is: Predict the reaction yield, written as a fraction of the theoretical maximum amount of product (1.0 means a 100% yield; for example, 0.34 means a 34% yield). The reactants are C([O:8][C:9]1[CH:10]=[CH:11][C:12]([O:18][C:19]2[C:28]3[C:23](=[CH:24][C:25]([O:31][CH3:32])=[C:26]([O:29][CH3:30])[CH:27]=3)[N:22]=[CH:21][CH:20]=2)=[C:13]([C:15](=[O:17])[CH3:16])[CH:14]=1)C1C=CC=CC=1.CS(O)(=O)=O.FC(F)(F)C(O)=O. No catalyst specified. The product is [CH3:30][O:29][C:26]1[CH:27]=[C:28]2[C:23](=[CH:24][C:25]=1[O:31][CH3:32])[N:22]=[CH:21][CH:20]=[C:19]2[O:18][C:12]1[CH:11]=[CH:10][C:9]([OH:8])=[CH:14][C:13]=1[C:15](=[O:17])[CH3:16]. The yield is 1.00.